From a dataset of Peptide-MHC class II binding affinity with 134,281 pairs from IEDB. Regression. Given a peptide amino acid sequence and an MHC pseudo amino acid sequence, predict their binding affinity value. This is MHC class II binding data. (1) The peptide sequence is AGVFLTFVLLLSGQI. The MHC is DRB1_0701 with pseudo-sequence DRB1_0701. The binding affinity (normalized) is 0.419. (2) The peptide sequence is GKTVWFVPSIKAGND. The MHC is DRB1_1302 with pseudo-sequence DRB1_1302. The binding affinity (normalized) is 0.413. (3) The peptide sequence is FMSKGGMRNVFDEVI. The MHC is DRB1_1101 with pseudo-sequence DRB1_1101. The binding affinity (normalized) is 0.308. (4) The MHC is DRB1_0901 with pseudo-sequence DRB1_0901. The binding affinity (normalized) is 0.278. The peptide sequence is HDGGCRKELAAVSVD. (5) The peptide sequence is AAGVAAWSLIALMIP. The MHC is DRB1_1101 with pseudo-sequence DRB1_1101. The binding affinity (normalized) is 0.187. (6) The MHC is HLA-DQA10101-DQB10501 with pseudo-sequence HLA-DQA10101-DQB10501. The binding affinity (normalized) is 0.0512. The peptide sequence is EAAFNKAIKESTGGA. (7) The peptide sequence is LGAWVLGEPKMTKAL. The MHC is DRB1_0101 with pseudo-sequence DRB1_0101. The binding affinity (normalized) is 1.00. (8) The peptide sequence is AAHTAGTTVYGAFAA. The MHC is HLA-DQA10501-DQB10301 with pseudo-sequence HLA-DQA10501-DQB10301. The binding affinity (normalized) is 0.637.